Dataset: Catalyst prediction with 721,799 reactions and 888 catalyst types from USPTO. Task: Predict which catalyst facilitates the given reaction. (1) Reactant: [CH3:1][O:2][C:3]1[CH:12]=[CH:11][C:6]([CH:7]=[CH:8][C:9]#[N:10])=[CH:5][CH:4]=1. Product: [CH3:1][O:2][C:3]1[CH:12]=[CH:11][C:6]([CH2:7][CH2:8][C:9]#[N:10])=[CH:5][CH:4]=1. The catalyst class is: 261. (2) Reactant: [C:1]([C:3]1[CH:8]=[CH:7][C:6]([C:9]([CH3:18])=[CH:10][C:11]([O:13][C:14]([CH3:17])([CH3:16])[CH3:15])=[O:12])=[CH:5][C:4]=1[CH3:19])#[N:2]. Product: [C:1]([C:3]1[CH:8]=[CH:7][C:6]([CH:9]([CH3:18])[CH2:10][C:11]([O:13][C:14]([CH3:16])([CH3:15])[CH3:17])=[O:12])=[CH:5][C:4]=1[CH3:19])#[N:2]. The catalyst class is: 50. (3) Product: [Cl:8][C:4]1[N:3]=[C:2]([NH:25][C@H:23]([C:17]2[CH:22]=[CH:21][CH:20]=[CH:19][CH:18]=2)[CH3:24])[CH:7]=[N:6][CH:5]=1. Reactant: Cl[C:2]1[CH:7]=[N:6][CH:5]=[C:4]([Cl:8])[N:3]=1.C(N(C(C)C)C)(C)C.[C:17]1([C@@H:23]([NH2:25])[CH3:24])[CH:22]=[CH:21][CH:20]=[CH:19][CH:18]=1.O. The catalyst class is: 3.